This data is from Forward reaction prediction with 1.9M reactions from USPTO patents (1976-2016). The task is: Predict the product of the given reaction. Given the reactants [Cl:1][C:2]1[CH:3]=[CH:4][C:5]2[N:11]3[CH:12]=[CH:13][CH:14]=[C:10]3[C@@H:9]([CH2:15][CH2:16][C:17]([NH:19][C:20]3[CH:21]=[C:22]([CH:28]=[CH:29][N:30]=3)[C:23]([O:25]CC)=[O:24])=[O:18])[O:8][C@H:7]([C:31]3[CH:36]=[CH:35][CH:34]=[C:33]([O:37][CH3:38])[C:32]=3[O:39][CH3:40])[C:6]=2[CH:41]=1.C(=O)([O-])[O-].[K+].[K+].O.Cl, predict the reaction product. The product is: [Cl:1][C:2]1[CH:3]=[CH:4][C:5]2[N:11]3[CH:12]=[CH:13][CH:14]=[C:10]3[C@@H:9]([CH2:15][CH2:16][C:17]([NH:19][C:20]3[CH:21]=[C:22]([CH:28]=[CH:29][N:30]=3)[C:23]([OH:25])=[O:24])=[O:18])[O:8][C@H:7]([C:31]3[CH:36]=[CH:35][CH:34]=[C:33]([O:37][CH3:38])[C:32]=3[O:39][CH3:40])[C:6]=2[CH:41]=1.